This data is from Catalyst prediction with 721,799 reactions and 888 catalyst types from USPTO. The task is: Predict which catalyst facilitates the given reaction. (1) Reactant: [C:1]1([N:7]=[C:8]=[O:9])[CH:6]=[CH:5][CH:4]=[CH:3][CH:2]=1.[NH:10]1[CH2:15][CH2:14][C:13](=[O:16])[CH2:12][CH2:11]1.C(=O)([O-])[O-].[K+].[K+]. Product: [O:16]=[C:13]1[CH2:14][CH2:15][N:10]([C:8]([NH:7][C:1]2[CH:6]=[CH:5][CH:4]=[CH:3][CH:2]=2)=[O:9])[CH2:11][CH2:12]1. The catalyst class is: 4. (2) Reactant: [Br:1][C:2]1[CH:3]=[CH:4][C:5]([Cl:10])=[C:6]([CH:9]=1)[CH:7]=O.[S:11]1[CH:15]=[CH:14][C:13]2[S:16][CH:17]=[CH:18][C:12]1=2. Product: [Br:1][C:2]1[CH:3]=[CH:4][C:5]([Cl:10])=[C:6]([CH2:7][C:15]2[S:11][C:12]3[CH:18]=[CH:17][S:16][C:13]=3[CH:14]=2)[CH:9]=1. The catalyst class is: 24. (3) Reactant: [Br:1][C:2]1[CH:10]=[CH:9][C:8]([O:11][CH3:12])=[CH:7][C:3]=1[C:4]([OH:6])=O.[CH2:13]([O:20][C:21]1[CH:38]=[CH:37][C:24]([C:25]([NH:27][CH2:28][C:29](=[O:36])[N:30]2[CH2:35][CH2:34][NH:33][CH2:32][CH2:31]2)=[O:26])=[CH:23][CH:22]=1)[C:14]1[CH:19]=[CH:18][CH:17]=[CH:16][CH:15]=1.CCN=C=NCCCN(C)C.Cl.C1C=CC2N(O)N=NC=2C=1.CCN(C(C)C)C(C)C. Product: [CH2:13]([O:20][C:21]1[CH:38]=[CH:37][C:24]([C:25]([NH:27][CH2:28][C:29]([N:30]2[CH2:35][CH2:34][N:33]([C:4](=[O:6])[C:3]3[CH:7]=[C:8]([O:11][CH3:12])[CH:9]=[CH:10][C:2]=3[Br:1])[CH2:32][CH2:31]2)=[O:36])=[O:26])=[CH:23][CH:22]=1)[C:14]1[CH:19]=[CH:18][CH:17]=[CH:16][CH:15]=1. The catalyst class is: 18.